From a dataset of Aqueous solubility values for 9,982 compounds from the AqSolDB database. Regression/Classification. Given a drug SMILES string, predict its absorption, distribution, metabolism, or excretion properties. Task type varies by dataset: regression for continuous measurements (e.g., permeability, clearance, half-life) or binary classification for categorical outcomes (e.g., BBB penetration, CYP inhibition). For this dataset (solubility_aqsoldb), we predict Y. (1) The molecule is CCC(C)OP(=S)([S-])OC(C)CC.[Na+]. The Y is -2.42 log mol/L. (2) The Y is -4.43 log mol/L. The compound is CN1CCN=C(c2ccccc2)c2cc(Cl)ccc21. (3) The compound is O=C[C@H](O)[C@H]1OC(=O)[C@@H](O)[C@H]1O. The Y is 0.164 log mol/L. (4) The compound is Cc1nc(N(C)C)nc(OC(=O)N(C)C)c1C. The Y is -1.95 log mol/L. (5) The drug is CCOCCCC(C)OCCOCC(C)CO. The Y is -0.791 log mol/L. (6) The molecule is CN(C)[C@@H]1C(O)=C(C(N)=O)C(=O)[C@@]2(O)C(=O)C3=C(O)c4c(O)cccc4[C@@](C)(O)[C@H]3[C@H](O)[C@@H]12. The Y is -3.09 log mol/L.